Dataset: Full USPTO retrosynthesis dataset with 1.9M reactions from patents (1976-2016). Task: Predict the reactants needed to synthesize the given product. (1) Given the product [C:26]([C:23]1[CH:24]=[CH:25][C:20]([C:18]([C:17]2[C:2]([CH2:3][CH2:4][CH2:5][N:6]3[C:14](=[O:15])[C:13]4[C:8](=[CH:9][CH:10]=[CH:11][CH:12]=4)[C:7]3=[O:16])=[N:1][CH:33]=[CH:34][CH:35]=2)=[O:19])=[CH:21][CH:22]=1)([CH3:29])([CH3:28])[CH3:27], predict the reactants needed to synthesize it. The reactants are: [NH2:1]/[C:2](=[CH:17]\[C:18]([C:20]1[CH:25]=[CH:24][C:23]([C:26]([CH3:29])([CH3:28])[CH3:27])=[CH:22][CH:21]=1)=[O:19])/[CH2:3][CH2:4][CH2:5][N:6]1[C:14](=[O:15])[C:13]2[C:8](=[CH:9][CH:10]=[CH:11][CH:12]=2)[C:7]1=[O:16].C(O[CH:33](OCC)[CH2:34][CH:35](OCC)OCC)C. (2) Given the product [NH2:18][S:19]([C:22]1[CH:43]=[CH:42][C:25]([O:26][C:27]2[C:28]3[C:32]([CH:33]=[C:34]([C:36]([NH:8][C:5]4[CH:4]=[N:3][C:2]([CH3:1])=[CH:7][N:6]=4)=[O:37])[CH:35]=2)=[N:31][N:30]([CH2:40][CH3:41])[CH:29]=3)=[CH:24][CH:23]=1)(=[O:20])=[O:21], predict the reactants needed to synthesize it. The reactants are: [CH3:1][C:2]1[N:3]=[CH:4][C:5]([NH2:8])=[N:6][CH:7]=1.[Cl-].C[Al+]C.COC1C=C(OC)C=CC=1C[N:18](CC1C=CC(OC)=CC=1OC)[S:19]([C:22]1[CH:43]=[CH:42][C:25]([O:26][C:27]2[C:28]3[C:32]([CH:33]=[C:34]([C:36](OC)=[O:37])[CH:35]=2)=[N:31][N:30]([CH2:40][CH3:41])[CH:29]=3)=[CH:24][CH:23]=1)(=[O:21])=[O:20].C(C(C(C([O-])=O)O)O)([O-])=O.[Na+].[K+].FC(F)(F)C(O)=O. (3) Given the product [Br:1][C:2]1[C:3]([O:35][CH3:36])=[CH:4][C:5]2[CH2:6][CH2:7][N:8]3[C:15]4[C:16](=[O:17])[N:18]([C:30]([CH3:31])([CH3:32])[CH3:33])[CH2:19][CH2:20][O:21][CH2:22][C:23]=4[C:24]([C:25]4[S:29][CH:28]=[N:27][CH:26]=4)=[C:9]3[C:10]=2[CH:11]=1, predict the reactants needed to synthesize it. The reactants are: [Br:1][C:2]1[CH:11]=[C:10]2[C:5]([CH2:6][CH2:7][N:8]([C:15](=O)[C:16]([N:18]([C:30]([CH3:33])([CH3:32])[CH3:31])[CH2:19][CH2:20][O:21][CH2:22][C:23]#[C:24][C:25]3[S:29][CH:28]=[N:27][CH:26]=3)=[O:17])[CH:9]2C(O)=O)=[CH:4][C:3]=1[O:35][CH3:36].C([O-])(=O)C.[Na+].C(OCC)(=O)C.[NH4+].[OH-].